Dataset: Forward reaction prediction with 1.9M reactions from USPTO patents (1976-2016). Task: Predict the product of the given reaction. Given the reactants C(N(CC)C(C)C)(C)C.[C:10]([O:14][CH2:15][CH3:16])(=[O:13])[CH2:11][CH3:12].[Br:17][C:18]1[C:23]([C:24]([F:27])([F:26])[F:25])=[CH:22][C:21]([NH:28][S:29]([C:32]2[CH:37]=[CH:36][C:35]([CH3:38])=[CH:34][CH:33]=2)(=[O:31])=[O:30])=[C:20](I)[CH:19]=1, predict the reaction product. The product is: [CH2:15]([O:14][C:10]([C:11]1[N:28]([S:29]([C:32]2[CH:33]=[CH:34][C:35]([CH3:38])=[CH:36][CH:37]=2)(=[O:31])=[O:30])[C:21]2[C:20]([CH:12]=1)=[CH:19][C:18]([Br:17])=[C:23]([C:24]([F:27])([F:25])[F:26])[CH:22]=2)=[O:13])[CH3:16].